This data is from Catalyst prediction with 721,799 reactions and 888 catalyst types from USPTO. The task is: Predict which catalyst facilitates the given reaction. (1) Reactant: [NH2:1][C@H:2]([C:5]1[CH:10]=[C:9]([F:11])[CH:8]=[C:7]([F:12])[CH:6]=1)[CH2:3][OH:4].C(N(CC)CC)C.[Cl:20][CH:21]([CH2:25][CH3:26])[C:22](Cl)=[O:23]. Product: [Cl:20][CH:21]([CH2:25][CH3:26])[C:22]([NH:1][C@H:2]([C:5]1[CH:6]=[C:7]([F:12])[CH:8]=[C:9]([F:11])[CH:10]=1)[CH2:3][OH:4])=[O:23]. The catalyst class is: 2. (2) Reactant: [C:1]([C:3]([C:20]1[S:21][C:22]([C:25]#[N:26])=[CH:23][CH:24]=1)([CH:17]([CH3:19])[CH3:18])[CH2:4][CH2:5][CH2:6][N:7]1[CH2:11][CH2:10][C@@H:9]([NH:12][CH2:13][CH2:14][C:15]#[N:16])[CH2:8]1)#[N:2].[CH:27](=O)[C:28]1[CH:33]=[CH:32][CH:31]=[CH:30][CH:29]=1.C(O)(=O)C.C(O[BH-](OC(=O)C)OC(=O)C)(=O)C.[Na+].[OH-].[Na+]. Product: [C:1]([C:3]([C:20]1[S:21][C:22]([C:25]#[N:26])=[CH:23][CH:24]=1)([CH:17]([CH3:19])[CH3:18])[CH2:4][CH2:5][CH2:6][N:7]1[CH2:11][CH2:10][C@@H:9]([N:12]([CH2:13][CH2:14][C:15]#[N:16])[CH2:27][C:28]2[CH:33]=[CH:32][CH:31]=[CH:30][CH:29]=2)[CH2:8]1)#[N:2]. The catalyst class is: 4. (3) Reactant: [NH2:1][C:2]1[CH:3]=[C:4]([NH:8][C:9](=[O:26])[C:10]([N:12]2[CH2:17][CH2:16][CH:15]([CH2:18][C:19]3[CH:24]=[CH:23][C:22]([F:25])=[CH:21][CH:20]=3)[CH2:14][CH2:13]2)=[O:11])[CH:5]=[CH:6][CH:7]=1.[CH:27](=O)[C:28]1[CH:33]=[CH:32][CH:31]=[CH:30][CH:29]=1.C(O)(=O)C.[Cl:39]C(Cl)C.C(O[BH-](OC(=O)C)OC(=O)C)(=O)C.[Na+]. Product: [ClH:39].[CH2:27]([NH:1][C:2]1[CH:3]=[C:4]([NH:8][C:9](=[O:26])[C:10]([N:12]2[CH2:17][CH2:16][CH:15]([CH2:18][C:19]3[CH:24]=[CH:23][C:22]([F:25])=[CH:21][CH:20]=3)[CH2:14][CH2:13]2)=[O:11])[CH:5]=[CH:6][CH:7]=1)[C:28]1[CH:33]=[CH:32][CH:31]=[CH:30][CH:29]=1. The catalyst class is: 662. (4) Reactant: C(O[CH:5]1[C@H:9]([O:10][C:11](=[O:13])[CH3:12])[C@H:8]([O:14][CH2:15][C:16]2[CH:21]=[CH:20][CH:19]=[CH:18][CH:17]=2)[C@:7]([CH2:24][O:25][CH2:26][C:27]2[CH:32]=[CH:31][CH:30]=[CH:29][CH:28]=2)([CH:22]=[CH2:23])[O:6]1)(=O)C.[O:33]=[C:34]1[NH:42][C:41]([NH:43][C:44](=[O:48])[CH:45]([CH3:47])[CH3:46])=[N:40][C:39]2[NH:38][CH:37]=[N:36][C:35]1=2.[Si](OS(C(F)(F)F)(=O)=O)(C)(C)C.C([O-])(O)=O.[Na+]. Product: [C:11]([O:10][C@@H:9]1[C@H:8]([O:14][CH2:15][C:16]2[CH:21]=[CH:20][CH:19]=[CH:18][CH:17]=2)[C@:7]([CH2:24][O:25][CH2:26][C:27]2[CH:28]=[CH:29][CH:30]=[CH:31][CH:32]=2)([CH:22]=[CH2:23])[O:6][C@H:5]1[N:38]1[CH:37]=[N:36][C:35]2[C:34](=[O:33])[NH:42][C:41]([NH:43][C:44](=[O:48])[CH:45]([CH3:46])[CH3:47])=[N:40][C:39]1=2)(=[O:13])[CH3:12]. The catalyst class is: 23. (5) Reactant: [CH2:1]([O:5][C:6]1[CH:11]=[CH:10][C:9]([S:12]([NH:15][C:16]2[CH:21]=[CH:20][C:19]([O:22][C:23]3[CH:28]=[CH:27][C:26]([NH:29][C:30]4[CH:35]=[CH:34][C:33]([F:36])=[C:32]([F:37])[CH:31]=4)=[CH:25][CH:24]=3)=[CH:18][C:17]=2[C:38]#[N:39])(=[O:14])=[O:13])=[CH:8][CH:7]=1)[CH2:2][CH2:3][CH3:4].[N-:40]=[N+:41]=[N-:42].[Na+].Cl.C([NH+](CC)CC)C.Cl. Product: [CH2:1]([O:5][C:6]1[CH:11]=[CH:10][C:9]([S:12]([NH:15][C:16]2[CH:21]=[CH:20][C:19]([O:22][C:23]3[CH:28]=[CH:27][C:26]([NH:29][C:30]4[CH:35]=[CH:34][C:33]([F:36])=[C:32]([F:37])[CH:31]=4)=[CH:25][CH:24]=3)=[CH:18][C:17]=2[C:38]2[NH:42][N:41]=[N:40][N:39]=2)(=[O:13])=[O:14])=[CH:8][CH:7]=1)[CH2:2][CH2:3][CH3:4]. The catalyst class is: 60. (6) Reactant: [Cl:1][C:2]1[CH:10]=[CH:9][C:5]([C:6]([NH2:8])=[S:7])=[CH:4][CH:3]=1.[Cl:11][CH2:12][C:13]([CH2:15]Cl)=O. Product: [Cl:11][CH2:12][C:13]1[N:8]=[C:6]([C:5]2[CH:9]=[CH:10][C:2]([Cl:1])=[CH:3][CH:4]=2)[S:7][CH:15]=1. The catalyst class is: 301. (7) Reactant: [CH3:1][O:2][C:3](=[O:16])[C:4]1[CH:9]=[C:8]([I:10])[C:7]([C:11]([F:14])([F:13])[F:12])=[CH:6][C:5]=1[NH2:15].[C:17](OC(=O)C)(=[O:19])[CH3:18].C(=O)([O-])O.[Na+]. Product: [CH3:1][O:2][C:3](=[O:16])[C:4]1[CH:9]=[C:8]([I:10])[C:7]([C:11]([F:13])([F:14])[F:12])=[CH:6][C:5]=1[NH:15][C:17](=[O:19])[CH3:18]. The catalyst class is: 93. (8) Reactant: FC(F)(F)C(O)=O.[NH2:8][CH2:9][C:10]1[CH:34]=[C:33]([F:35])[CH:32]=[CH:31][C:11]=1[CH2:12][O:13][C:14]1[CH:19]=[C:18]([CH3:20])[N:17]([C:21]2[C:26]([F:27])=[CH:25][CH:24]=[CH:23][C:22]=2[F:28])[C:16](=[O:29])[C:15]=1[Br:30].C(N(CC)CC)C.C([O:46][CH2:47][C:48](Cl)=[O:49])(=O)C. Product: [Br:30][C:15]1[C:16](=[O:29])[N:17]([C:21]2[C:22]([F:28])=[CH:23][CH:24]=[CH:25][C:26]=2[F:27])[C:18]([CH3:20])=[CH:19][C:14]=1[O:13][CH2:12][C:11]1[CH:31]=[CH:32][C:33]([F:35])=[CH:34][C:10]=1[CH2:9][NH:8][C:47](=[O:46])[CH2:48][OH:49]. The catalyst class is: 20.